This data is from Forward reaction prediction with 1.9M reactions from USPTO patents (1976-2016). The task is: Predict the product of the given reaction. (1) Given the reactants CC1(C)C2C(=C(P(C3C=CC=CC=3)C3C=CC=CC=3)C=CC=2)OC2C(P(C3C=CC=CC=3)C3C=CC=CC=3)=CC=CC1=2.CC(C)([O-])C.[Na+].Br[C:50]1[CH:51]=[N:52][C:53]2[C:58]([CH:59]=1)=[N:57][CH:56]=[CH:55][C:54]=2[Cl:60].[NH:61]1[CH2:66][CH2:65][O:64][CH2:63][CH2:62]1, predict the reaction product. The product is: [Cl:60][C:54]1[CH:55]=[CH:56][N:57]=[C:58]2[C:53]=1[N:52]=[CH:51][C:50]([N:61]1[CH2:66][CH2:65][O:64][CH2:63][CH2:62]1)=[CH:59]2. (2) Given the reactants [CH3:1][O:2][C:3]1[C:10]([C:11]2[S:12][CH:13]=[CH:14][CH:15]=2)=[CH:9][C:6]([CH:7]=O)=[C:5]([O:16][CH2:17][CH2:18][O:19][CH2:20][CH2:21][O:22][CH2:23][CH2:24][O:25][CH3:26])[CH:4]=1.[C:27]([C:30]1[CH:38]=[CH:37][C:33]([C:34]([OH:36])=[O:35])=[CH:32][CH:31]=1)(=[O:29])[CH3:28], predict the reaction product. The product is: [CH3:1][O:2][C:3]1[C:10]([C:11]2[S:12][CH:13]=[CH:14][CH:15]=2)=[CH:9][C:6](/[CH:7]=[CH:28]/[C:27]([C:30]2[CH:38]=[CH:37][C:33]([C:34]([OH:36])=[O:35])=[CH:32][CH:31]=2)=[O:29])=[C:5]([O:16][CH2:17][CH2:18][O:19][CH2:20][CH2:21][O:22][CH2:23][CH2:24][O:25][CH3:26])[CH:4]=1.